Regression. Given a target protein amino acid sequence and a drug SMILES string, predict the binding affinity score between them. We predict pIC50 (pIC50 = -log10(IC50 in M); higher means more potent). Dataset: bindingdb_ic50. From a dataset of Drug-target binding data from BindingDB using IC50 measurements. (1) The compound is CNC(=O)c1c2cc(C3CC3)c(N(CCCNC(=O)C3CCC3)S(C)(=O)=O)cc2nn1-c1ccc(Br)cc1. The target protein (Q81258) has sequence MSTLPKPQRKTKRNTIRRPQDVKFPGGGQIVGGVYVLPRRGPRLGVRATRKTSERSQPRGRRQPIPKARRSEGRSWAQPGYPWPLYGNEGCGWAGWLLSPRGSRPSWGPNDPRRRSRNLGKVIDTLTCGFADLMGYIPLVGAPVGGVARALAHGVRALEDGINFATGNLPGCSFSIFLLALFSCLIHPAASLEWRNTSGLYVLTNDCSNSSIVYEADDVILHTPGCVPCVQDGNTSTCWTPVTPTVAVRYVGATTASIRSHVDLLVGAATMCSALYVGDMCGAVFLVGQAFTFRPRRHQTVQTCNCSLYPGHLSGHRMAWDMMMNWSPAVGMVVAHVLRLPQTLFDIMAGAHWGILAGLAYYSMQGNWAKVAIIMVMFSGVDAHTYTTGGTASRHTQAFAGLFDIGPQQKLQLVNTNGSWHINSTALNCNESINTGFIAGLFYYHKFNSTGCPQRLSSCKPITFFRQGWGPLTDANITGPSDDRPYCWHYAPRPCDIVPA.... The pIC50 is 7.3. (2) The drug is Fc1ccc(-c2cn(-c3ccc(C(F)(F)F)cc3)nc2-c2ccncc2)cc1. The target protein (P12931) has sequence MGSNKSKPKDASQRRRSLEPAENVHGAGGGAFPASQTPSKPASADGHRGPSAAFAPAAAEPKLFGGFNSSDTVTSPQRAGPLAGGVTTFVALYDYESRTETDLSFKKGERLQIVNNTEGDWWLAHSLSTGQTGYIPSNYVAPSDSIQAEEWYFGKITRRESERLLLNAENPRGTFLVRESETTKGAYCLSVSDFDNAKGLNVKHYKIRKLDSGGFYITSRTQFNSLQQLVAYYSKHADGLCHRLTTVCPTSKPQTQGLAKDAWEIPRESLRLEVKLGQGCFGEVWMGTWNGTTRVAIKTLKPGTMSPEAFLQEAQVMKKLRHEKLVQLYAVVSEEPIYIVTEYMSKGSLLDFLKGETGKYLRLPQLVDMAAQIASGMAYVERMNYVHRDLRAANILVGENLVCKVADFGLARLIEDNEYTARQGAKFPIKWTAPEAALYGRFTIKSDVWSFGILLTELTTKGRVPYPGMVNREVLDQVERGYRMPCPPECPESLHDLMCQ.... The pIC50 is 4.9. (3) The compound is Cc1cnn2cc(-c3cnn(C)c3)cc(-c3ccc(N4CCN(C(=O)[C@H](O)c5ccccc5)CC4)nc3)c12. The target protein sequence is HCYHKFAHKPPISSAEMTFRRPAQAFPVSYSSSGARRPSLDSMENQVSVDAFKILEDPKWEFPRKNLVLGKTLGEGEFGKVVKATAFHLKGRAGYTTVAVKMLKENASPSELRDLLSEFNVLKQVNHPHVIKLYGACSQDGPLLLIVEYAKYGSLRGFLRESRKVGPGYLGSGGSRNSSSLDHPDERALTMGDLISFAWQISQGMQYLAEMKLVHRDLAARNILVAEGRKMKISDFGLSRDVYEEDSYVKRSQGRIPVKWMAIESLFDHIYTTQSDVWSFGVLLWEIVTLGGNPYPGIPPERLFNLLKTGHRMERPDNCSEEMYRLMLQCWKQEPDKRPVFADISKDLEKMMVKRRDYLDLAASTPSDSLIYDDGLSEEETPLVDCNNAPLPRALPSTWIENKLYGMSDPNWPGESPVPLTRADGTNTGFPRYPNDSVYANWMLSPSAAKLMDTFDS. The pIC50 is 7.6. (4) The drug is COc1ncc(C)cc1CC[C@@](O)(CC(=O)O)C(=O)O. The target protein (Q8CJ44) has sequence MASAKTYVTKFKSFVILFFAPILLLPLIILVPDKFARCAYVIILMAIYWCTDVIPVAITSLLPVLLFPLLKVLDSKQVCVQYMTDTNMLFLGSLIVATAVERWELHKRIALRMLLFVGTKPSRLMLGFMFVTAFLSMWISNTATTAMMIPIVEAMLEQMVATNVAVDASQRTMELLDKNKASELPGSQVVFEDPSVQKQEDEETKNMYKAMNLCVCYAASIGGTATLTGTGPNVVLLGQMQELFPDSKDVMNFASWFAFALPNMLLMLVMAWLWLLCFYMRPNLKKTCICCGRKKKDTEKIASKVLYEEYRKLGPLSYAECNVLFCFGLLIILWFSRDPGFMPGWLSIAWIEGNTKHVTDATVAIFVAILLFIVPSQKPKFNFSRQTEEERKTPFYPPPLLNWKVTQEKVPWGIVLLLGGGFAMAKGCETSGLSEWMARQMEPLSSVRPAIITLILSCIVAMTTECTSNVATTTLFLPIFASMARSIGIHPLYVMIPCTL.... The pIC50 is 6.9. (5) The compound is CC(=O)OC1(N=O)CCCCC1. The target protein (P46406) has sequence MVKVGVNGFGRIGRLVTRAAFNSGKVDVVAINDPFIDLHYMVYMFQYDSTHGKFHGTVKAENGKLVINGKAITIFQERDPANIKWGDAGAEYVVESTGVFTTMEKAGAHLKGGAKRVIISAPSADAPMFVMGVNHEKYDNSLKIVSNASCTTNCLAPLAKVIHDHFGIVEGLMTTVHAITATQKTVDGPSGKLWRDGRGAAQNIIPASTGAAKAVGKVIPELNGKLTGMAFRVPTPNVSVVDLTCRLEKAAKYDDIKKVVKQASEGPLKGILGYTEDQVVSCDFNSATHSSTFDAGAGIALNDHFVKLISWYDNEFGYSNRVVDLMVHMASKE. The pIC50 is 6.7. (6) The compound is Cc1cc(O)cc(O)c1C(=O)O[C@H]1[C@@H]2COC(/C=C/CO)=CC2=CC(=O)[C@@]1(C)O. The target protein (P04415) has sequence MKEFYISIETVGNNIVERYIDENGKERTREVEYLPTMFRHCKEESKYKDIYGKNCAPQKFPSMKDARDWMKRMEDIGLEALGMNDFKLAYISDTYGSEIVYDRKFVRVANCDIEVTGDKFPDPMKAEYEIDAITHYDSIDDRFYVFDLLNSMYGSVSKWDAKLAAKLDCEGGDEVPQEILDRVIYMPFDNERDMLMEYINLWEQKRPAIFTGWNIEGFDVPYIMNRVKMILGERSMKRFSPIGRVKSKLIQNMYGSKEIYSIDGVSILDYLDLYKKFAFTNLPSFSLESVAQHETKKGKLPYDGPINKLRETNHQRYISYNIIDVESVQAIDKIRGFIDLVLSMSYYAKMPFSGVMSPIKTWDAIIFNSLKGEHKVIPQQGSHVKQSFPGAFVFEPKPIARRYIMSFDLTSLYPSIIRQVNISPETIRGQFKVHPIHEYIAGTAPKPSDEYSCSPNGWMYDKHQEGIIPKEIAKVFFQRKDWKKKMFAEEMNAEAIKKII.... The pIC50 is 3.7. (7) The drug is CCC(=O)CCCCC[C@@H]1NC(=O)[C@H]2CCCCN2C(=O)[C@H]([C@@H](C)CC)NC(=O)[C@H](Cc2cn(C)c3ccccc23)NC1=O. The target protein sequence is MAKRVSYFYDGDIGSYYYGPGHPMKPQRIRMAHNLILSYDLYKHMEIYKPHKSPQSELVYFHEEDYINFLSSINPDNSKDFGLQLKRFNLGETTDCPVFDGLFEFQQICAGGSIDGAYKLNNEQSDICINWSGGLHHAKRSEASGFCYINDIVLGILELLKYHARVMYIDIDVHHGDGVEEAFYLSHRVLTVSFHKFGEFFPGTGDITDIGVAQGKYYSVNVPLNDGIDDDSFLSLFKPIISKCIEVYRPGAIVLQCGADSVRGDRLGRFNLSIKGHAECVEFCKKFNIPLLILGGGGYTIRNVARTWAYETATILDRTDLISDNIPLNDYYDYFAPDFKLHIPPLNLPNMNSPEHLEKIKAKVIDNLRYLEHAPGVEFAYVPSDFFDREASNLQKQEDEEREEELSSWQGGGRAAGSTESQGNHNEKPKSSRKLQKEHASEFY. The pIC50 is 8.3.